Dataset: Reaction yield outcomes from USPTO patents with 853,638 reactions. Task: Predict the reaction yield, written as a fraction of the theoretical maximum amount of product (1.0 means a 100% yield; for example, 0.34 means a 34% yield). (1) The reactants are C1([CH:7]2[CH2:13][CH2:12][CH2:11][CH2:10][NH:9][CH2:8]2)C=CC=CC=1.[CH:14]([C:16]1[CH:30]=[CH:29][C:19]([O:20][C:21]2[CH:28]=[CH:27][C:24]([C:25]#[N:26])=[CH:23][N:22]=2)=[C:18]([CH3:31])[CH:17]=1)=O.C(O[BH-](O[C:42](=O)[CH3:43])OC(=O)C)(=O)C.[Na+].[C:46](O)(=O)[CH3:47].Cl[CH2:51][CH2:52]Cl. The catalyst is C(OCC)(=O)C. The product is [CH3:31][C:18]1[CH:17]=[C:16]([CH2:14][N:9]2[CH2:10][CH2:11][CH2:12][CH:13]([C:42]3[CH:43]=[CH:47][CH:46]=[CH:52][CH:51]=3)[CH2:7][CH2:8]2)[CH:30]=[CH:29][C:19]=1[O:20][C:21]1[CH:28]=[CH:27][C:24]([C:25]#[N:26])=[CH:23][N:22]=1. The yield is 0.840. (2) The reactants are Br[C:2]1[C:3]2[C:4]3[CH:17]=[CH:16][S:15][C:5]=3[C:6](=[O:14])[NH:7][C:8]=2[CH:9]=[CH:10][C:11]=1[O:12][CH3:13].CC1(C)C(C)(C)OB([C:26]2[CH:31]=[CH:30][C:29]([CH:32]([CH3:35])[C:33]#[N:34])=[CH:28][CH:27]=2)O1. No catalyst specified. The product is [CH3:13][O:12][C:11]1[CH:10]=[CH:9][C:8]2[NH:7][C:6](=[O:14])[C:5]3[S:15][CH:16]=[CH:17][C:4]=3[C:3]=2[C:2]=1[C:26]1[CH:31]=[CH:30][C:29]([CH:32]([CH3:35])[C:33]#[N:34])=[CH:28][CH:27]=1. The yield is 0.820.